This data is from Forward reaction prediction with 1.9M reactions from USPTO patents (1976-2016). The task is: Predict the product of the given reaction. (1) Given the reactants Cl.[NH2:2][C:3]1([CH2:6][OH:7])[CH2:5][CH2:4]1.[CH:8](=O)[C:9]1[CH:14]=[CH:13][CH:12]=[CH:11][CH:10]=1.C(O[BH-](OC(=O)C)OC(=O)C)(=O)C.[Na+].C(=O)(O)[O-].[Na+], predict the reaction product. The product is: [CH2:8]([NH:2][C:3]1([CH2:6][OH:7])[CH2:5][CH2:4]1)[C:9]1[CH:14]=[CH:13][CH:12]=[CH:11][CH:10]=1. (2) Given the reactants [Cl:1][C:2]1[CH:31]=[CH:30][CH:29]=[C:28]([Cl:32])[C:3]=1[CH2:4][C:5]1[N:6]=[C:7]([NH:16][C:17]2[CH:25]=[CH:24][C:20]([C:21](O)=[O:22])=[CH:19][C:18]=2[O:26][CH3:27])[C:8]2[C:9](=[O:15])[NH:10][CH:11]=[CH:12][C:13]=2[CH:14]=1.[CH3:33][N:34]([CH3:40])[CH2:35][CH2:36][CH2:37][CH2:38][NH2:39].N1(OC(N(C)C)=[N+](C)C)C2N=CC=CC=2N=N1.C(N(CC)C(C)C)(C)C, predict the reaction product. The product is: [Cl:32][C:28]1[CH:29]=[CH:30][CH:31]=[C:2]([Cl:1])[C:3]=1[CH2:4][C:5]1[N:6]=[C:7]([NH:16][C:17]2[CH:25]=[CH:24][C:20]([C:21]([NH:39][CH2:38][CH2:37][CH2:36][CH2:35][N:34]([CH3:40])[CH3:33])=[O:22])=[CH:19][C:18]=2[O:26][CH3:27])[C:8]2[C:9](=[O:15])[NH:10][CH:11]=[CH:12][C:13]=2[CH:14]=1. (3) Given the reactants [Cl:1][C:2]1[CH:24]=[CH:23][CH:22]=[CH:21][C:3]=1[O:4][C:5]1[CH:14]=[C:13]2[C:8]([C:9]([OH:20])=[C:10]([C:16]([O:18][CH3:19])=[O:17])[N:11]=[C:12]2I)=[CH:7][CH:6]=1.[C:25]([Cu])#[N:26].C(Cl)Cl, predict the reaction product. The product is: [Cl:1][C:2]1[CH:24]=[CH:23][CH:22]=[CH:21][C:3]=1[O:4][C:5]1[CH:14]=[C:13]2[C:8]([C:9]([OH:20])=[C:10]([C:16]([O:18][CH3:19])=[O:17])[N:11]=[C:12]2[C:25]#[N:26])=[CH:7][CH:6]=1.